From a dataset of Full USPTO retrosynthesis dataset with 1.9M reactions from patents (1976-2016). Predict the reactants needed to synthesize the given product. (1) Given the product [CH:1]([O:4][C:5]([N:7]1[C:16]2[C:11](=[N:12][C:13]([C:17]([F:20])([F:19])[F:18])=[CH:14][CH:15]=2)[C@H:10]([N:21]([CH2:26][C:27]2[CH:28]=[C:29]([C:37]([F:40])([F:39])[F:38])[CH:30]=[C:31]([C:33]([F:34])([F:35])[F:36])[CH:32]=2)[C:22]2[N:25]=[C:43]([CH3:44])[O:24][N:23]=2)[CH2:9][C@@H:8]1[CH2:41][CH3:42])=[O:6])([CH3:3])[CH3:2], predict the reactants needed to synthesize it. The reactants are: [CH:1]([O:4][C:5]([N:7]1[C:16]2[C:11](=[N:12][C:13]([C:17]([F:20])([F:19])[F:18])=[CH:14][CH:15]=2)[C@H:10]([N:21]([CH2:26][C:27]2[CH:32]=[C:31]([C:33]([F:36])([F:35])[F:34])[CH:30]=[C:29]([C:37]([F:40])([F:39])[F:38])[CH:28]=2)[C:22]([NH2:25])=[N:23][OH:24])[CH2:9][C@@H:8]1[CH2:41][CH3:42])=[O:6])([CH3:3])[CH3:2].[C:43](OC(=O)C)(=O)[CH3:44]. (2) Given the product [CH3:1][O:2][C:3](=[O:32])[CH2:4][N:5]1[C:13]2[C:8](=[CH:9][C:10]([S:14][CH2:15][C:16]3[S:20][C:19]([C:21]4[CH:26]=[CH:25][C:24]([C:27]([F:30])([F:29])[F:28])=[CH:23][CH:22]=4)=[N:18][C:17]=3[CH3:31])=[CH:11][CH:12]=2)[CH:7]=[CH:6]1, predict the reactants needed to synthesize it. The reactants are: [CH3:1][O:2][C:3](=[O:32])[CH2:4][N:5]1[C:13]2[C:8](=[CH:9][C:10]([S:14][CH2:15][C:16]3[S:20][C:19]([C:21]4[CH:26]=[CH:25][C:24]([C:27]([F:30])([F:29])[F:28])=[CH:23][CH:22]=4)=[N:18][C:17]=3[CH3:31])=[CH:11][CH:12]=2)[CH2:7][CH2:6]1.ClC1C(=O)C(=O)C(Cl)=C(Cl)C=1Cl. (3) Given the product [CH2:30]([O:29][C:27](=[O:28])[C:24]([O:23][C:20]1[CH:21]=[CH:22][C:17]([S:16][C:45](=[O:47])[CH3:46])=[CH:18][C:19]=1[CH3:32])([CH3:25])[CH3:26])[CH3:31], predict the reactants needed to synthesize it. The reactants are: [CH2:30]([O:29][C:27](=[O:28])[C:24]([O:23][C:20]1[CH:21]=[CH:22][C:17]([S:16][S:16][C:17]2[CH:22]=[CH:21][C:20]([O:23][C:24]([C:27]([O:29][CH2:30][CH3:31])=[O:28])([CH3:26])[CH3:25])=[C:19]([CH3:32])[CH:18]=2)=[CH:18][C:19]=1[CH3:32])([CH3:25])[CH3:26])[CH3:31].C(N(C(C)C)C(C)C)C.O.[C:45](OC(=O)C)(=[O:47])[CH3:46]. (4) Given the product [CH3:20][Si:17]([CH3:18])([CH3:19])[CH2:16][CH2:15][O:14][CH2:13][N:11]1[CH:12]=[C:8]([C:5]([OH:7])([C:4]#[CH:3])[CH3:6])[N:9]=[N:10]1, predict the reactants needed to synthesize it. The reactants are: C[Si](C)(C)[C:3]#[C:4][C:5]([C:8]1[N:9]=[N:10][N:11]([CH2:13][O:14][CH2:15][CH2:16][Si:17]([CH3:20])([CH3:19])[CH3:18])[CH:12]=1)([OH:7])[CH3:6].C(=O)([O-])[O-].[K+].[K+].CO.Cl. (5) Given the product [NH2:10][CH2:11][CH2:12][CH:5]1[CH2:6][CH2:7][CH2:8][N:9]1[CH3:18], predict the reactants needed to synthesize it. The reactants are: N1[C:6]2[CH2:7][CH2:8][NH:9][C:5]=2N=CC=1.[NH:10]1CCC[C@H:11]1[C:12](O)=O.[C:18](C1CCCN1N)#N. (6) The reactants are: Br[C:2]1[CH:11]=[C:10]2[C:5]([CH2:6][CH2:7][CH2:8][C:9]2=[O:12])=[C:4]([F:13])[CH:3]=1.[CH2:14]([Sn](CC)(CC)CC)[CH3:15]. Given the product [CH2:14]([C:2]1[CH:11]=[C:10]2[C:5]([CH2:6][CH2:7][CH2:8][C:9]2=[O:12])=[C:4]([F:13])[CH:3]=1)[CH3:15], predict the reactants needed to synthesize it.